From a dataset of Forward reaction prediction with 1.9M reactions from USPTO patents (1976-2016). Predict the product of the given reaction. (1) Given the reactants [Cl:1][CH2:2][C:3]1[CH:8]=[CH:7][C:6]([C:9]2[O:13][N:12]=[C:11]([CH3:14])[C:10]=2C(O)=O)=[CH:5][CH:4]=1.C([N:20]([CH2:23]C)CC)C.C1(P(N=[N+]=[N-])(C2C=CC=CC=2)=[O:32])C=CC=CC=1.[C:42]1([C@H:48]([OH:50])[CH3:49])[CH:47]=[CH:46][CH:45]=[CH:44][CH:43]=1, predict the reaction product. The product is: [C:42]1([C@H:48]([O:50][C:23](=[O:32])[NH:20][C:10]2[C:11]([CH3:14])=[N:12][O:13][C:9]=2[C:6]2[CH:5]=[CH:4][C:3]([CH2:2][Cl:1])=[CH:8][CH:7]=2)[CH3:49])[CH:47]=[CH:46][CH:45]=[CH:44][CH:43]=1. (2) Given the reactants [CH2:1]([O:3]C1N=C(C(O)=O)C=C(CC)N=1)C.C([O:17][C:18]([C:20]1[CH:25]=[C:24]([CH2:26][CH:27]([CH3:29])[CH3:28])[N:23]=[C:22](S(C)(=O)=O)[N:21]=1)=[O:19])C.CC([O-])(C)C.[K+], predict the reaction product. The product is: [CH2:26]([C:24]1[N:23]=[C:22]([O:3][CH3:1])[N:21]=[C:20]([C:18]([OH:17])=[O:19])[CH:25]=1)[CH:27]([CH3:29])[CH3:28]. (3) Given the reactants C(OC([N:8]1[CH2:13][CH:12]=[C:11]([C:14]2[CH:32]=[N:31][C:17]3[NH:18][CH2:19][CH2:20][N:21]([CH2:22][C:23]4[CH:28]=[C:27]([Cl:29])[CH:26]=[CH:25][C:24]=4[Cl:30])[C:16]=3[CH:15]=2)[CH2:10][CH2:9]1)=O)(C)(C)C, predict the reaction product. The product is: [Cl:30][C:24]1[CH:25]=[CH:26][C:27]([Cl:29])=[CH:28][C:23]=1[CH2:22][N:21]1[CH2:20][CH2:19][NH:18][C:17]2[N:31]=[CH:32][C:14]([C:11]3[CH2:12][CH2:13][NH:8][CH2:9][CH:10]=3)=[CH:15][C:16]1=2. (4) The product is: [I:1][C:2]1[CH:7]=[CH:6][CH:5]=[CH:4][C:3]=1[B:14]([OH:19])[OH:15]. Given the reactants [I:1][C:2]1[CH:7]=[CH:6][CH:5]=[CH:4][C:3]=1I.C([Mg]Cl)(C)C.[B:14](OC(C)C)([O:19]C(C)C)[O:15]C(C)C.Cl, predict the reaction product. (5) Given the reactants [CH2:1]([CH:8]1[O:12][C:11](=[O:13])[CH:10]=[C:9]1[OH:14])[C:2]1[CH:7]=[CH:6][CH:5]=[CH:4][CH:3]=1.[CH:15](=O)[C:16]1[CH:21]=[CH:20][CH:19]=[CH:18][CH:17]=1.[F:23][C:24]1[CH:25]=[C:26]2[C:30](=[CH:31][CH:32]=1)[NH:29][CH:28]=[C:27]2[CH3:33], predict the reaction product. The product is: [CH2:1]([CH:8]1[O:12][C:11](=[O:13])[C:10]([CH:15]([C:28]2[NH:29][C:30]3[C:26]([C:27]=2[CH3:33])=[CH:25][C:24]([F:23])=[CH:32][CH:31]=3)[C:16]2[CH:21]=[CH:20][CH:19]=[CH:18][CH:17]=2)=[C:9]1[OH:14])[C:2]1[CH:3]=[CH:4][CH:5]=[CH:6][CH:7]=1. (6) Given the reactants [Cl:1][C:2]1[CH:7]=[C:6]([N+:8]([O-])=O)[CH:5]=[CH:4][C:3]=1[C:11]([CH3:15])([CH3:14])[C:12]#[N:13], predict the reaction product. The product is: [NH2:8][C:6]1[CH:5]=[CH:4][C:3]([C:11]([CH3:14])([CH3:15])[C:12]#[N:13])=[C:2]([Cl:1])[CH:7]=1. (7) Given the reactants Cl.C(OC(=O)[NH:8][CH:9]1[CH2:18][CH2:17][C:16]2[C:11](=[C:12]([NH:19][C:20]3[O:21][C:22]([C:25]4[CH:30]=[CH:29][C:28]([CH3:31])=[CH:27][CH:26]=4)=[CH:23][N:24]=3)[CH:13]=[CH:14][CH:15]=2)[CH2:10]1)(C)(C)C, predict the reaction product. The product is: [CH3:31][C:28]1[CH:29]=[CH:30][C:25]([C:22]2[O:21][C:20]([NH:19][C:12]3[C:11]4[CH2:10][CH:9]([NH2:8])[CH2:18][CH2:17][C:16]=4[CH:15]=[CH:14][CH:13]=3)=[N:24][CH:23]=2)=[CH:26][CH:27]=1. (8) Given the reactants [CH2:1]([O:3][C:4](=[O:15])[C:5]1[CH:10]=[CH:9][C:8]([Br:11])=[C:7]([CH:12](Br)Br)[CH:6]=1)[CH3:2].CC[OH:18], predict the reaction product. The product is: [CH2:1]([O:3][C:4](=[O:15])[C:5]1[CH:10]=[CH:9][C:8]([Br:11])=[C:7]([CH:12]=[O:18])[CH:6]=1)[CH3:2]. (9) Given the reactants [NH2:1][CH2:2][C@@H:3]1[C@H:8]([CH3:9])[CH2:7][CH2:6][CH2:5][N:4]1[C:10]([C:12]1[CH:17]=[C:16]([CH3:18])[CH:15]=[CH:14][C:13]=1[C:19]1[CH:20]=[N:21][N:22]([CH3:24])[CH:23]=1)=[O:11].Cl[C:26]1[O:27][C:28]2[CH:34]=[CH:33][CH:32]=[CH:31][C:29]=2[N:30]=1.C(N(C(C)C)CC)(C)C, predict the reaction product. The product is: [O:27]1[C:28]2[CH:34]=[CH:33][CH:32]=[CH:31][C:29]=2[N:30]=[C:26]1[NH:1][CH2:2][C@@H:3]1[C@H:8]([CH3:9])[CH2:7][CH2:6][CH2:5][N:4]1[C:10]([C:12]1[CH:17]=[C:16]([CH3:18])[CH:15]=[CH:14][C:13]=1[C:19]1[CH:20]=[N:21][N:22]([CH3:24])[CH:23]=1)=[O:11].